This data is from Full USPTO retrosynthesis dataset with 1.9M reactions from patents (1976-2016). The task is: Predict the reactants needed to synthesize the given product. (1) The reactants are: Cl[C:2](=[N:9][N:10]=[C:11](Cl)[C:12]1[CH:17]=[CH:16][CH:15]=[CH:14][C:13]=1[CH3:18])[C:3]1[CH:8]=[CH:7][CH:6]=[CH:5][CH:4]=1.[NH2:20][C:21]1[CH:26]=[CH:25][CH:24]=[CH:23][CH:22]=1.Cl. Given the product [CH3:18][C:13]1[CH:14]=[CH:15][CH:16]=[CH:17][C:12]=1[C:11]1[N:20]([C:21]2[CH:26]=[CH:25][CH:24]=[CH:23][CH:22]=2)[C:2]([C:3]2[CH:8]=[CH:7][CH:6]=[CH:5][CH:4]=2)=[N:9][N:10]=1, predict the reactants needed to synthesize it. (2) Given the product [CH2:14]([O:13][C:4]1([O:3][CH2:1][CH3:2])[CH2:7][CH:6]([CH2:8][OH:9])[CH2:5]1)[CH3:15], predict the reactants needed to synthesize it. The reactants are: [CH2:1]([O:3][C:4]1([O:13][CH2:14][CH3:15])[CH2:7][CH:6]([C:8](OCC)=[O:9])[CH2:5]1)[CH3:2].[H-].[Al+3].[Li+].[H-].[H-].[H-].O1CCCC1.C([O-])(=O)C(C(C([O-])=O)O)O.[Na+].[K+]. (3) Given the product [C:1]12([CH2:11][C:12]([Cl:23])=[O:14])[CH2:10][CH:5]3[CH2:6][CH:7]([CH2:9][CH:3]([CH2:4]3)[CH2:2]1)[CH2:8]2, predict the reactants needed to synthesize it. The reactants are: [C:1]12([CH2:11][C:12]([OH:14])=O)[CH2:10][CH:5]3[CH2:6][CH:7]([CH2:9][CH:3]([CH2:4]3)[CH2:2]1)[CH2:8]2.CN(C=O)C.C(Cl)(=O)C([Cl:23])=O. (4) Given the product [CH2:36]1[C:33]2([CH2:32][N:31]([CH2:30][C:29]3[CH:28]=[CH:27][C:26]([O:25][CH:23]4[CH2:22][N:21]([C:15]([C:13]5[O:14][C:10]([C:7]6[CH:6]=[CH:5][C:4]([O:3][CH:2]([F:1])[F:20])=[CH:9][CH:8]=6)=[N:11][N:12]=5)=[O:17])[CH2:24]4)=[CH:39][CH:38]=3)[CH2:37]2)[CH2:34][O:35]1, predict the reactants needed to synthesize it. The reactants are: [F:1][CH:2]([F:20])[O:3][C:4]1[CH:9]=[CH:8][C:7]([C:10]2[O:14][C:13]([C:15]([O:17]CC)=O)=[N:12][N:11]=2)=[CH:6][CH:5]=1.[NH:21]1[CH2:24][CH:23]([O:25][C:26]2[CH:39]=[CH:38][C:29]([CH2:30][N:31]3[CH2:37][C:33]4([CH2:36][O:35][CH2:34]4)[CH2:32]3)=[CH:28][CH:27]=2)[CH2:22]1.